This data is from Full USPTO retrosynthesis dataset with 1.9M reactions from patents (1976-2016). The task is: Predict the reactants needed to synthesize the given product. (1) Given the product [CH2:22]([O:19][C:18]([C:16]1[S:17][C:11]2[NH:10][C:9](=[O:21])[N:8]([CH2:1][C:2]3[CH:7]=[CH:6][CH:5]=[CH:4][CH:3]=3)[C:13](=[O:14])[C:12]=2[CH:15]=1)=[O:20])[C:23]1[CH:28]=[CH:27][CH:26]=[CH:25][CH:24]=1, predict the reactants needed to synthesize it. The reactants are: [CH2:1]([N:8]1[C:13](=[O:14])[C:12]2[CH:15]=[C:16]([C:18]([OH:20])=[O:19])[S:17][C:11]=2[NH:10][C:9]1=[O:21])[C:2]1[CH:7]=[CH:6][CH:5]=[CH:4][CH:3]=1.[CH3:22][C:23]1[CH:28]=[CH:27][C:26](S([O-])(=O)=O)=[CH:25][CH:24]=1.C[N+]1(CCN=C=NC2CCCCC2)CCOCC1.C(O)C1C=CC=CC=1. (2) Given the product [CH:1]([C:4]1[CH:9]=[CH:8][CH:7]=[CH:6][C:5]=1[NH:10][C:11]1[CH:16]=[CH:15][C:14]([C:17]2[CH:22]=[CH:21][CH:20]=[CH:19][CH:18]=2)=[CH:13][C:12]=1[NH2:23])([CH3:3])[CH3:2], predict the reactants needed to synthesize it. The reactants are: [CH:1]([C:4]1[CH:9]=[CH:8][CH:7]=[CH:6][C:5]=1[NH:10][C:11]1[CH:16]=[CH:15][C:14]([C:17]2[CH:22]=[CH:21][CH:20]=[CH:19][CH:18]=2)=[CH:13][C:12]=1[N+:23]([O-])=O)([CH3:3])[CH3:2].C(O)C. (3) The reactants are: OCC[C@H]([N:11]1[C:19]2[C:14](=[CH:15][CH:16]=[CH:17][CH:18]=2)[C:13](C)(C)[C:12]1=[O:22])C1C=CC=CC=1.C1(C)C(S(Cl)(=O)=O)=CC=CC=1. Given the product [NH:11]1[C:19]2[C:14](=[CH:15][CH:16]=[CH:17][CH:18]=2)[CH2:13][C:12]1=[O:22], predict the reactants needed to synthesize it.